From a dataset of Reaction yield outcomes from USPTO patents with 853,638 reactions. Predict the reaction yield, written as a fraction of the theoretical maximum amount of product (1.0 means a 100% yield; for example, 0.34 means a 34% yield). (1) The reactants are [CH2:1]([Br:10])[C:2]([C:4]1[CH:9]=[CH:8][CH:7]=[CH:6][CH:5]=1)=[O:3].[CH3:11][NH:12][CH3:13]. The catalyst is C(OCC)C. The product is [BrH:10].[CH3:11][N:12]([CH3:13])[CH2:1][C:2]([C:4]1[CH:9]=[CH:8][CH:7]=[CH:6][CH:5]=1)=[O:3]. The yield is 0.630. (2) The reactants are [NH2:1][C:2]1[CH:7]=[CH:6][C:5]([C:8]2[N:9]([CH:22]3[CH2:25][CH2:24][CH2:23]3)[C:10]3[C:15]([C:16]=2[C:17]#[N:18])=[CH:14][CH:13]=[C:12]([O:19][CH2:20][CH3:21])[CH:11]=3)=[CH:4][CH:3]=1.Cl[C:27]([O:29][C:30]1[CH:35]=CC([N+]([O-])=O)=CC=1)=[O:28].N1C=CC=CC=1.[CH3:45][O:46][CH2:47][CH2:48][O:49]CCO. The catalyst is C(Cl)Cl.ClCCCl. The product is [CH3:45][O:46][CH2:47][CH2:48][O:49][CH2:35][CH2:30][O:29][C:27](=[O:28])[NH:1][C:2]1[CH:3]=[CH:4][C:5]([C:8]2[N:9]([CH:22]3[CH2:23][CH2:24][CH2:25]3)[C:10]3[C:15]([C:16]=2[C:17]#[N:18])=[CH:14][CH:13]=[C:12]([O:19][CH2:20][CH3:21])[CH:11]=3)=[CH:6][CH:7]=1. The yield is 0.890. (3) The reactants are [Cl:1][C:2]1[CH:3]=[C:4]([OH:11])[C:5]([N+:8]([O-:10])=[O:9])=[N:6][CH:7]=1.C1(P(C2C=CC=CC=2)C2C=CC=CC=2)C=CC=CC=1.[CH3:31][O:32][CH2:33][CH:34](O)[CH3:35]. The catalyst is C1COCC1. The product is [Cl:1][C:2]1[CH:3]=[C:4]([O:11][CH:34]([CH3:35])[CH2:33][O:32][CH3:31])[C:5]([N+:8]([O-:10])=[O:9])=[N:6][CH:7]=1. The yield is 1.00. (4) The reactants are [C:1]([C:3]1[CH:23]=[CH:22][C:6]([CH2:7][N:8]([O:20][CH3:21])[C:9](=[O:19])[CH:10]=[C:11]2[C:15](=[O:16])[O:14][C:13](C)(C)[O:12]2)=[CH:5][CH:4]=1)#[N:2]. The catalyst is CO. The product is [CH3:13][O:14][C:15](=[O:16])[C:11]([OH:12])=[CH:10][C:9](=[O:19])[N:8]([CH2:7][C:6]1[CH:5]=[CH:4][C:3]([C:1]#[N:2])=[CH:23][CH:22]=1)[O:20][CH3:21]. The yield is 0.520. (5) The reactants are [P:1]([O:19][C:20]([C:42]1[CH:47]=[CH:46][C:45]([F:48])=[CH:44][C:43]=1[F:49])([CH:27]([C:29]1[S:30][CH:31]=[C:32]([C:34]2[CH:39]=[CH:38][C:37]([C:40]#[N:41])=[CH:36][CH:35]=2)[N:33]=1)[CH3:28])[CH2:21][N:22]1[CH:26]=[N:25][CH:24]=[N:23]1)([O:11]CC1C=CC=CC=1)([O:3]CC1C=CC=CC=1)=[O:2].Br[Si](C)(C)C.N1C=CC=CC=1.[OH-].[Na+]. The catalyst is C(Cl)Cl. The product is [P:1]([OH:11])([OH:3])([O:19][C:20]([C:42]1[CH:47]=[CH:46][C:45]([F:48])=[CH:44][C:43]=1[F:49])([CH:27]([C:29]1[S:30][CH:31]=[C:32]([C:34]2[CH:39]=[CH:38][C:37]([C:40]#[N:41])=[CH:36][CH:35]=2)[N:33]=1)[CH3:28])[CH2:21][N:22]1[CH:26]=[N:25][CH:24]=[N:23]1)=[O:2]. The yield is 0.350. (6) The reactants are [NH2:1][C:2]1[C:3]([C:9]([OH:11])=[O:10])=[N:4][C:5]([Br:8])=[CH:6][N:7]=1.[CH3:12]N1CCOCC1.C(Cl)(=O)OCC(C)C. The catalyst is COCCOC. The product is [NH2:1][C:2]1[C:3]([C:9]([O:11][CH3:12])=[O:10])=[N:4][C:5]([Br:8])=[CH:6][N:7]=1. The yield is 0.710. (7) The reactants are [CH2:1]([C:8]1[S:12][C:11]([C:13]2[CH:25]=[CH:24][C:16]([O:17][CH2:18][C@@H:19]3[CH2:23][CH2:22][CH2:21][NH:20]3)=[CH:15][CH:14]=2)=[CH:10][CH:9]=1)[C:2]1[CH:7]=[CH:6][CH:5]=[CH:4][CH:3]=1.Br[CH2:27][CH2:28][CH2:29][C:30]([O:32]C)=[O:31]. No catalyst specified. The product is [CH2:1]([C:8]1[S:12][C:11]([C:13]2[CH:25]=[CH:24][C:16]([O:17][CH2:18][C@@H:19]3[CH2:23][CH2:22][CH2:21][N:20]3[CH2:27][CH2:28][CH2:29][C:30]([OH:32])=[O:31])=[CH:15][CH:14]=2)=[CH:10][CH:9]=1)[C:2]1[CH:3]=[CH:4][CH:5]=[CH:6][CH:7]=1. The yield is 0.300. (8) The product is [CH3:1][C@H:2]1[CH2:6][CH2:5][CH2:4][N:3]1[C@H:7]1[CH2:11][CH2:10][N:9]([C:13]2[N:14]=[CH:15][C:16]([N:19]3[CH2:23][CH2:22][C:21]4([CH2:28][CH2:27][O:26][CH2:25][CH2:24]4)[C:20]3=[O:29])=[CH:17][N:18]=2)[CH2:8]1. The reactants are [CH3:1][C@H:2]1[CH2:6][CH2:5][CH2:4][N:3]1[C@H:7]1[CH2:11][CH2:10][NH:9][CH2:8]1.Cl[C:13]1[N:18]=[CH:17][C:16]([N:19]2[CH2:23][CH2:22][C:21]3([CH2:28][CH2:27][O:26][CH2:25][CH2:24]3)[C:20]2=[O:29])=[CH:15][N:14]=1.C(=O)([O-])[O-].[K+].[K+]. The yield is 0.720. The catalyst is C(#N)C. (9) The reactants are CN(C)C=O.[Cl:6][C:7]1[CH:8]=[C:9]([C:14]2[S:15][CH:16]=[C:17]([C:20]([CH3:22])=O)[C:18]=2[OH:19])[CH:10]=[CH:11][C:12]=1[Cl:13].[NH:23]([C:25]([N:27]1[CH2:32][CH2:31][CH:30]([C:33]([O:35][CH3:36])=[O:34])[CH2:29][CH2:28]1)=[S:26])[NH2:24].Cl. The catalyst is O. The product is [Cl:6][C:7]1[CH:8]=[C:9]([C:14]2[S:15][CH:16]=[C:17]([C:20](=[N:24][NH:23][C:25]([N:27]3[CH2:32][CH2:31][CH:30]([C:33]([O:35][CH3:36])=[O:34])[CH2:29][CH2:28]3)=[S:26])[CH3:22])[C:18]=2[OH:19])[CH:10]=[CH:11][C:12]=1[Cl:13]. The yield is 0.550. (10) The reactants are C(OC([NH:8][CH2:9][CH:10]1[CH2:15][CH2:14][N:13]([C:16]2[N:20]([CH3:21])[N:19]=[CH:18][C:17]=2[NH:22][C:23]([C:25]2[N:26]=[C:27](Br)[S:28][C:29]=2[NH:30]C(=O)OC(C)(C)C)=[O:24])[CH2:12][CH2:11]1)=O)CCC.[CH:39]([C:42]1[CH:43]=[C:44](B(O)O)[CH:45]=[CH:46][CH:47]=1)([CH3:41])[CH3:40]. No catalyst specified. The product is [NH2:30][C:29]1[S:28][C:27]([C:47]2[CH:46]=[CH:45][CH:44]=[CH:43][C:42]=2[CH:39]([CH3:41])[CH3:40])=[N:26][C:25]=1[C:23]([NH:22][C:17]1[CH:18]=[N:19][N:20]([CH3:21])[C:16]=1[N:13]1[CH2:14][CH2:15][CH:10]([CH2:9][NH2:8])[CH2:11][CH2:12]1)=[O:24]. The yield is 0.410.